This data is from Full USPTO retrosynthesis dataset with 1.9M reactions from patents (1976-2016). The task is: Predict the reactants needed to synthesize the given product. (1) Given the product [CH3:1][C:2]1([CH3:31])[CH2:11][CH:10]=[C:9]([S:12][C:13]2[CH:18]=[CH:17][CH:16]=[CH:15][CH:14]=2)[C:8]2[CH:7]=[C:6]([C:19]([O:21][C:22]3[CH:23]=[CH:24][C:25]([C:26]([O:28][CH2:32][CH3:33])=[O:27])=[CH:29][CH:30]=3)=[O:20])[CH:5]=[CH:4][C:3]1=2, predict the reactants needed to synthesize it. The reactants are: [CH3:1][C:2]1([CH3:31])[CH2:11][CH:10]=[C:9]([S:12][C:13]2[CH:18]=[CH:17][CH:16]=[CH:15][CH:14]=2)[C:8]2[CH:7]=[C:6]([C:19]([O:21][C:22]3[CH:30]=[CH:29][C:25]([C:26]([OH:28])=[O:27])=[CH:24][CH:23]=3)=[O:20])[CH:5]=[CH:4][C:3]1=2.[CH2:32]1COC[CH2:33]1.ClC1C=CC=C(C(OO)=O)C=1. (2) Given the product [NH2:39][C:40]1[CH:41]=[CH:42][CH:43]=[CH:44][C:2]=1[NH:6][C:7]([C:9]1[C:17]2[NH:16][C:15]([NH:18][C:19]([C:21]3[C:30]4[C:25](=[CH:26][CH:27]=[CH:28][CH:29]=4)[CH:24]=[CH:23][N:22]=3)=[O:20])=[N:14][C:13]=2[CH:12]=[CH:11][CH:10]=1)=[O:8], predict the reactants needed to synthesize it. The reactants are: N1C=CN=[C:2]1[NH:6][C:7]([C:9]1[C:17]2[N:16]=[C:15]([NH:18][C:19]([C:21]3[N:22]=[CH:23][C:24]4[C:29]([CH:30]=3)=[CH:28][CH:27]=[CH:26][CH:25]=4)=[O:20])[NH:14][C:13]=2[CH:12]=[CH:11][CH:10]=1)=[O:8].CN(C(O[N:39]1N=N[C:41]2[CH:42]=[CH:43][CH:44]=C[C:40]1=2)=[N+](C)C)C.F[P-](F)(F)(F)(F)F.CCN(C(C)C)C(C)C.C1(N)C(N)=CC=CC=1.